This data is from Catalyst prediction with 721,799 reactions and 888 catalyst types from USPTO. The task is: Predict which catalyst facilitates the given reaction. (1) Reactant: [F:1][C:2]1[CH:7]=[CH:6][CH:5]=[C:4]([F:8])[C:3]=1[N:9]1[C:14]2[N:15]=[C:16]([S:37][CH3:38])[N:17]=[C:18]([C:19]3[CH:20]=[C:21]([CH:33]=[CH:34][C:35]=3[CH3:36])[C:22]([NH:24][CH2:25][CH2:26][C:27]3[CH:32]=[CH:31][CH:30]=[CH:29][CH:28]=3)=[O:23])[C:13]=2[CH:12]=[CH:11][C:10]1=[O:39].C1C=C(Cl)C=C(C(OO)=[O:48])C=1. Product: [F:8][C:4]1[CH:5]=[CH:6][CH:7]=[C:2]([F:1])[C:3]=1[N:9]1[C:14]2[N:15]=[C:16]([S:37]([CH3:38])=[O:48])[N:17]=[C:18]([C:19]3[CH:20]=[C:21]([CH:33]=[CH:34][C:35]=3[CH3:36])[C:22]([NH:24][CH2:25][CH2:26][C:27]3[CH:28]=[CH:29][CH:30]=[CH:31][CH:32]=3)=[O:23])[C:13]=2[CH:12]=[CH:11][C:10]1=[O:39]. The catalyst class is: 4. (2) Reactant: C([N:8]([CH2:30][C@H:31]([OH:41])[C:32]1[CH:37]=[CH:36][C:35]([OH:38])=[C:34]([CH2:39][OH:40])[CH:33]=1)[CH2:9][CH2:10][CH2:11][CH2:12][CH2:13][CH2:14][O:15][CH2:16][CH2:17][CH2:18][CH2:19][C:20]1[CH:21]=[C:22]([S:26]([NH2:29])(=[O:28])=[O:27])[CH:23]=[CH:24][CH:25]=1)C1C=CC=CC=1. Product: [OH:41][C@H:31]([C:32]1[CH:37]=[CH:36][C:35]([OH:38])=[C:34]([CH2:39][OH:40])[CH:33]=1)[CH2:30][NH:8][CH2:9][CH2:10][CH2:11][CH2:12][CH2:13][CH2:14][O:15][CH2:16][CH2:17][CH2:18][CH2:19][C:20]1[CH:21]=[C:22]([S:26]([NH2:29])(=[O:28])=[O:27])[CH:23]=[CH:24][CH:25]=1. The catalyst class is: 45. (3) Reactant: [CH3:1][C:2]([CH3:37])([CH3:36])[C:3](=[O:35])[CH2:4][O:5][C:6]1[CH:11]=[CH:10][C:9]([C:12]([C:17]2[CH:18]=[CH:19][C:20]3[O:24][C:23]([C:25]([N:27]([CH2:29][C:30]([OH:32])=[O:31])[CH3:28])=[O:26])=[CH:22][C:21]=3[CH:33]=2)([CH2:15][CH3:16])[CH2:13][CH3:14])=[CH:8][C:7]=1[CH3:34].[BH4-].[Na+]. Product: [CH2:13]([C:12]([C:17]1[CH:18]=[CH:19][C:20]2[O:24][C:23]([C:25]([N:27]([CH2:29][C:30]([OH:32])=[O:31])[CH3:28])=[O:26])=[CH:22][C:21]=2[CH:33]=1)([C:9]1[CH:10]=[CH:11][C:6]([O:5][CH2:4][CH:3]([OH:35])[C:2]([CH3:36])([CH3:37])[CH3:1])=[C:7]([CH3:34])[CH:8]=1)[CH2:15][CH3:16])[CH3:14]. The catalyst class is: 1. (4) Reactant: [CH2:1]([Br:8])[C:2]1[CH:7]=[CH:6][CH:5]=[CH:4][CH:3]=1.[O:9]1[CH:13]2[O:14][CH2:15][CH2:16][N:12]2[CH2:11][CH2:10]1. Product: [Br-:8].[CH2:1]([N+:12]12[CH2:16][CH2:15][O:14][CH:13]1[O:9][CH2:10][CH2:11]2)[C:2]1[CH:7]=[CH:6][CH:5]=[CH:4][CH:3]=1. The catalyst class is: 740. (5) Reactant: C([O:3][C:4]([CH:6]1[CH2:8][CH:7]1[C:9]1[NH:13][C:12]2[CH:14]=[CH:15][C:16]([C:18]([N:20]3[CH2:26][C:25]4([CH3:28])[CH2:27][CH:21]3[CH2:22][C:23]([CH3:30])([CH3:29])[CH2:24]4)=[O:19])=[CH:17][C:11]=2[N:10]=1)=[O:5])C.[OH-].[Na+]. Product: [CH3:28][C:25]12[CH2:27][CH:21]([N:20]([C:18]([C:16]3[CH:15]=[CH:14][C:12]4[NH:13][C:9]([CH:7]5[CH2:8][CH:6]5[C:4]([OH:5])=[O:3])=[N:10][C:11]=4[CH:17]=3)=[O:19])[CH2:26]1)[CH2:22][C:23]([CH3:30])([CH3:29])[CH2:24]2. The catalyst class is: 8. (6) Reactant: CN(CCN(C)C)C.[CH2:9]=[CH:10][C:11]1[CH:16]=[CH:15][CH:14]=[CH:13][CH:12]=1.C([Li])CCC.C=CC(=C)C. Product: [CH2:9]=[CH:10][C:11](=[CH2:12])[CH3:16].[CH2:9]=[CH:10][C:11]1[CH:16]=[CH:15][CH:14]=[CH:13][CH:12]=1. The catalyst class is: 244. (7) Reactant: [CH3:1][O:2][C:3]1[C:4]([C:15]2[O:16][CH:17]=[CH:18][N:19]=2)=[CH:5][C:6]([CH:13]=[CH2:14])=[C:7]([NH:9][C:10](=[O:12])[CH3:11])[CH:8]=1. Product: [CH2:13]([C:6]1[CH:5]=[C:4]([C:15]2[O:16][CH:17]=[CH:18][N:19]=2)[C:3]([O:2][CH3:1])=[CH:8][C:7]=1[NH:9][C:10](=[O:12])[CH3:11])[CH3:14]. The catalyst class is: 78. (8) Reactant: [C:1]([C:5]1[NH:6][C:7]2[C:12]([C:13]=1[CH2:14][CH:15]([O:18][CH3:19])[O:16][CH3:17])=[CH:11][CH:10]=[C:9]([N+:20]([O-])=O)[CH:8]=2)([CH3:4])([CH3:3])[CH3:2]. Product: [C:1]([C:5]1[NH:6][C:7]2[C:12]([C:13]=1[CH2:14][CH:15]([O:16][CH3:17])[O:18][CH3:19])=[CH:11][CH:10]=[C:9]([NH2:20])[CH:8]=2)([CH3:4])([CH3:2])[CH3:3]. The catalyst class is: 105.